Dataset: Full USPTO retrosynthesis dataset with 1.9M reactions from patents (1976-2016). Task: Predict the reactants needed to synthesize the given product. Given the product [NH2:23][C:20]1[CH:21]=[CH:22][C:17]([O:16][C:14]2[N:13]=[CH:12][N:11]=[C:10]([NH:9][C:5]3[CH:6]=[CH:7][CH:8]=[C:3]([O:2][CH3:1])[CH:4]=3)[CH:15]=2)=[CH:18][CH:19]=1, predict the reactants needed to synthesize it. The reactants are: [CH3:1][O:2][C:3]1[CH:4]=[C:5]([NH:9][C:10]2[CH:15]=[C:14]([O:16][C:17]3[CH:22]=[CH:21][C:20]([N+:23]([O-])=O)=[CH:19][CH:18]=3)[N:13]=[CH:12][N:11]=2)[CH:6]=[CH:7][CH:8]=1.